Dataset: hERG potassium channel inhibition data for cardiac toxicity prediction from Karim et al.. Task: Regression/Classification. Given a drug SMILES string, predict its toxicity properties. Task type varies by dataset: regression for continuous values (e.g., LD50, hERG inhibition percentage) or binary classification for toxic/non-toxic outcomes (e.g., AMES mutagenicity, cardiotoxicity, hepatotoxicity). Dataset: herg_karim. (1) The drug is O=C(O)[C@H](c1ccccc1)N1CCC(CN2CCC(Oc3ccc(Cl)c(Cl)c3)CC2)CC1. The result is 0 (non-blocker). (2) The drug is Cc1nc2c(c(-c3ccc(Cl)cc3Cl)c1CN)CN(CC(N)=O)C2=O. The result is 0 (non-blocker). (3) The compound is Cc1cn(-c2ccc(Nc3cccc4c3nc(-c3ccc(F)cc3)n4C)nc2)cn1. The result is 1 (blocker). (4) The drug is CC(C)(C)OC(=O)N1Cc2ccc(C=CC(=O)NO)cc2C1. The result is 0 (non-blocker). (5) The result is 1 (blocker). The drug is Cc1ccc2c(-c3nnc(SCCCN4CC5CC5(c5ccc(Cl)c(Cl)c5)C4)n3C)cccc2n1. (6) The molecule is C[C@H]1Cc2c([nH]c3ccc(F)cc23)[C@@]2(N1)C(=O)Nc1ccc(Cl)cc12. The result is 0 (non-blocker). (7) The compound is CN1C(=O)N(c2cccc(C(F)(F)F)c2)C2=C(C(=O)CC2)[C@H]1c1ccc(C#N)cc1CO. The result is 0 (non-blocker). (8) The compound is COc1cc2nc(N(C)CCCNC(=O)C3CCCO3)nc(N)c2cc1OC. The result is 0 (non-blocker).